From a dataset of Forward reaction prediction with 1.9M reactions from USPTO patents (1976-2016). Predict the product of the given reaction. The product is: [CH3:5][CH:6]1[CH2:12][C:11]2[CH:13]=[C:14]3[O:19][CH2:18][O:17][C:15]3=[CH:16][C:10]=2[C:9]([C:20]2[CH:25]=[CH:24][C:23]([N+:26]([O-:28])=[O:27])=[CH:22][CH:21]=2)=[N:8][N:7]1[C:2](=[S:1])[NH2:3]. Given the reactants [S-:1][C:2]#[N:3].[K+].[CH3:5][CH:6]1[CH2:12][C:11]2[CH:13]=[C:14]3[O:19][CH2:18][O:17][C:15]3=[CH:16][C:10]=2[C:9]([C:20]2[CH:25]=[CH:24][C:23]([N+:26]([O-:28])=[O:27])=[CH:22][CH:21]=2)=[N:8][NH:7]1, predict the reaction product.